This data is from Full USPTO retrosynthesis dataset with 1.9M reactions from patents (1976-2016). The task is: Predict the reactants needed to synthesize the given product. (1) Given the product [C:1]1([C:21]2[CH:22]=[CH:23][CH:24]=[CH:25][CH:26]=2)[CH:6]=[CH:5][C:4]([N:7]2[CH:16]([CH2:17][C:18]([O:20][CH3:39])=[O:19])[C:11]3[C:10](=[CH:15][CH:14]=[CH:13][CH:12]=3)[N:9]=[C:8]2[N:28]([CH3:27])[CH2:29][CH2:30][CH2:31][CH2:32][CH2:33][N:34]2[CH2:35][CH2:36][CH2:37][CH2:38]2)=[CH:3][CH:2]=1, predict the reactants needed to synthesize it. The reactants are: [C:1]1([C:21]2[CH:26]=[CH:25][CH:24]=[CH:23][CH:22]=2)[CH:6]=[CH:5][C:4]([N:7]=[C:8]=[N:9][C:10]2[CH:15]=[CH:14][CH:13]=[CH:12][C:11]=2[CH:16]=[CH:17][C:18]([O-:20])=[O:19])=[CH:3][CH:2]=1.[CH3:27][NH:28][CH2:29][CH2:30][CH2:31][CH2:32][CH2:33][N:34]1[CH2:38][CH2:37][CH2:36][CH2:35]1.[C:39]1(C)C=CC=CC=1. (2) The reactants are: Br[C:2]1[N:7]=[C:6]([CH3:8])[C:5]([C:9]([N:11]2[CH2:16][CH2:15][N:14]([C:17]3[C:22]([CH3:23])=[CH:21][C:20]([CH3:24])=[C:19]([CH3:25])[N:18]=3)[CH2:13][CH2:12]2)=[O:10])=[CH:4][CH:3]=1.[C:26]([N:29]1[CH2:33][CH2:32][NH:31][C:30]1=[O:34])(=[O:28])[CH3:27]. Given the product [C:26]([N:29]1[CH2:33][CH2:32][N:31]([C:2]2[CH:3]=[CH:4][C:5]([C:9]([N:11]3[CH2:16][CH2:15][N:14]([C:17]4[C:22]([CH3:23])=[CH:21][C:20]([CH3:24])=[C:19]([CH3:25])[N:18]=4)[CH2:13][CH2:12]3)=[O:10])=[C:6]([CH3:8])[N:7]=2)[C:30]1=[O:34])(=[O:28])[CH3:27], predict the reactants needed to synthesize it. (3) Given the product [Br:19][C:20]1[CH:25]=[CH:24][N:23]=[C:22]([N:1]2[CH2:6][CH2:5][O:4][CH2:3][C:2]2=[O:7])[CH:21]=1, predict the reactants needed to synthesize it. The reactants are: [NH:1]1[CH2:6][CH2:5][O:4][CH2:3][C:2]1=[O:7].CC(C)([O-])C.[K+].C1COCC1.[Br:19][C:20]1[CH:25]=[CH:24][N:23]=[C:22](F)[CH:21]=1. (4) Given the product [CH:11]([C:9]1[CH:10]=[C:6]([C:4]([OH:5])=[O:3])[NH:7][CH:8]=1)=[O:12], predict the reactants needed to synthesize it. The reactants are: C([O:3][C:4]([C:6]1[NH:7][CH:8]=[C:9]([CH:11]=[O:12])[CH:10]=1)=[O:5])C.[OH-].[K+].O. (5) Given the product [I:8][C:5]1[CH:6]=[CH:7][C:2]([N:13]2[CH2:14][CH2:15][CH2:16][N:10]([CH3:9])[CH2:11][CH2:12]2)=[N:3][CH:4]=1, predict the reactants needed to synthesize it. The reactants are: Br[C:2]1[CH:7]=[CH:6][C:5]([I:8])=[CH:4][N:3]=1.[CH3:9][N:10]1[CH2:16][CH2:15][CH2:14][NH:13][CH2:12][CH2:11]1.C(=O)([O-])[O-].[K+].[K+].C(OCC)(=O)C.